This data is from Forward reaction prediction with 1.9M reactions from USPTO patents (1976-2016). The task is: Predict the product of the given reaction. (1) Given the reactants [S:1]1[CH:5]=[CH:4][C:3]2[C:6]([N:10]3[CH2:15][CH2:14][N:13]([CH2:16][CH2:17][CH2:18][CH2:19][O:20][C:21]4[CH:30]=[C:29]5[C:24]([CH:25]=[CH:26][C:27](=[O:31])[NH:28]5)=[CH:23][CH:22]=4)[CH2:12][CH2:11]3)=[CH:7][CH:8]=[CH:9][C:2]1=2.[H-].[Na+].[CH2:45](C(OC(Cl)[CH2:45][C:46]1[CH:51]=[CH:50][CH:49]=[CH:48][CH:47]=1)Cl)[C:46]1[CH:51]=[CH:50][CH:49]=[CH:48][CH:47]=1.[O:53]1CCC[CH2:54]1, predict the reaction product. The product is: [S:1]1[CH:5]=[CH:4][C:3]2[C:6]([N:10]3[CH2:11][CH2:12][N:13]([CH2:16][CH2:17][CH2:18][CH2:19][O:20][C:21]4[CH:30]=[C:29]5[C:24]([CH:25]=[CH:26][C:27]([O:31][CH2:54][O:53][CH2:45][C:46]6[CH:47]=[CH:48][CH:49]=[CH:50][CH:51]=6)=[N:28]5)=[CH:23][CH:22]=4)[CH2:14][CH2:15]3)=[CH:7][CH:8]=[CH:9][C:2]1=2. (2) The product is: [OH:14][CH2:13][C@@H:8]1[CH2:9][CH2:10][CH2:11][CH2:12][C@H:7]1[NH:6][S:3]([CH2:1][CH3:2])(=[O:5])=[O:4]. Given the reactants [CH2:1]([S:3]([NH:6][C@@H:7]1[CH2:12][CH2:11][CH2:10][CH2:9][C@H:8]1[C:13](OCC)=[O:14])(=[O:5])=[O:4])[CH3:2].[H-].[H-].[H-].[H-].[Li+].[Al+3].[Cl-].[Cl-].[Ca+2], predict the reaction product. (3) The product is: [Cl:34][C:30]1[CH:29]=[C:28]([C:26]([CH:23]2[CH2:24][CH2:25]2)([C:13]2[CH:14]=[C:15]([CH:18]3[O:22][CH2:21][CH2:20][O:19]3)[S:16][CH:17]=2)[OH:27])[CH:33]=[CH:32][CH:31]=1. Given the reactants [Li]CCCC.CCCCCC.Br[C:13]1[CH:14]=[C:15]([CH:18]2[O:22][CH2:21][CH2:20][O:19]2)[S:16][CH:17]=1.[CH:23]1([C:26]([C:28]2[CH:33]=[CH:32][CH:31]=[C:30]([Cl:34])[CH:29]=2)=[O:27])[CH2:25][CH2:24]1, predict the reaction product. (4) The product is: [Cl:1][C:2]1[CH:3]=[C:4]([CH:25]=[CH:26][CH:27]=1)[O:5][C:6]1[C:11]([O:12][CH2:13][CH2:14][CH2:15][C:16]2[C:21]([OH:22])=[CH:20][N:19]=[CH:18][C:17]=2[Cl:24])=[CH:10][CH:9]=[CH:8][N:7]=1. Given the reactants [Cl:1][C:2]1[CH:3]=[C:4]([CH:25]=[CH:26][CH:27]=1)[O:5][C:6]1[C:11]([O:12][CH2:13][CH2:14][CH2:15][C:16]2[C:21]([O:22]C)=[CH:20][N:19]=[CH:18][C:17]=2[Cl:24])=[CH:10][CH:9]=[CH:8][N:7]=1.Cl.N1C=CC=CC=1.C(=O)([O-])O.[Na+], predict the reaction product. (5) The product is: [F:1][C:2]1[CH:7]=[CH:6][C:5]([N:8]2[CH:12]=[C:11]([C:13]([OH:15])=[O:14])[C:10]([C:18]([F:20])([F:19])[F:21])=[N:9]2)=[CH:4][CH:3]=1. Given the reactants [F:1][C:2]1[CH:7]=[CH:6][C:5]([N:8]2[CH:12]=[C:11]([C:13]([O:15]CC)=[O:14])[C:10]([C:18]([F:21])([F:20])[F:19])=[N:9]2)=[CH:4][CH:3]=1.[OH-].[Na+], predict the reaction product. (6) Given the reactants C(O[C:4]([C:6]1[CH:15]=[C:14](Cl)[C:13]2[C:8](=[CH:9][CH:10]=[CH:11][CH:12]=2)[N:7]=1)=[O:5])C.[NH:17]1[CH2:22][CH2:21][O:20][CH2:19][CH2:18]1, predict the reaction product. The product is: [N:17]1([C:4]([C:6]2[CH:15]=[C:14]([N:17]3[CH2:22][CH2:21][O:20][CH2:19][CH2:18]3)[C:13]3[C:8](=[CH:9][CH:10]=[CH:11][CH:12]=3)[N:7]=2)=[O:5])[CH2:22][CH2:21][O:20][CH2:19][CH2:18]1. (7) Given the reactants [H-].[Na+].[S:3]1[CH:7]=[CH:6][N:5]=[C:4]1[CH2:8][OH:9].[CH2:10]([C@H:17]1[N:22]([C:23]([C:25]2[N:26]=[CH:27][N:28]([C@H:36]3[CH2:41][CH2:40][CH2:39][CH2:38][C@@:37]3([CH2:43]Cl)[OH:42])[C:29]=2[C:30]2[CH:35]=[CH:34][CH:33]=[CH:32][CH:31]=2)=[O:24])[CH2:21][CH2:20][N:19]([C:45]([O:47][C:48]([CH3:51])([CH3:50])[CH3:49])=[O:46])[CH2:18]1)[C:11]1[CH:16]=[CH:15][CH:14]=[CH:13][CH:12]=1.C(=O)(O)[O-].[Na+], predict the reaction product. The product is: [CH2:10]([C@H:17]1[N:22]([C:23]([C:25]2[N:26]=[CH:27][N:28]([C@H:36]3[CH2:41][CH2:40][CH2:39][CH2:38][C@:37]3([OH:42])[CH2:43][O:9][CH2:8][C:4]3[S:3][CH:7]=[CH:6][N:5]=3)[C:29]=2[C:30]2[CH:35]=[CH:34][CH:33]=[CH:32][CH:31]=2)=[O:24])[CH2:21][CH2:20][N:19]([C:45]([O:47][C:48]([CH3:51])([CH3:50])[CH3:49])=[O:46])[CH2:18]1)[C:11]1[CH:16]=[CH:15][CH:14]=[CH:13][CH:12]=1.